Dataset: Catalyst prediction with 721,799 reactions and 888 catalyst types from USPTO. Task: Predict which catalyst facilitates the given reaction. (1) Reactant: Cl.[Cl:2][C:3]1[CH:8]=[CH:7][C:6]([C:9]2([C:13](=[NH:17])[O:14][CH2:15][CH3:16])[CH2:12][CH2:11][CH2:10]2)=[CH:5][CH:4]=1.O.OP([O-])(O)=O.[Na+].O.O.O.O.O.O.O.OP([O-])([O-])=O.[Na+].[Na+].[N:39]#[C:40]N. Product: [Cl:2][C:3]1[CH:4]=[CH:5][C:6]([C:9]2([C:13](=[N:17][C:40]#[N:39])[O:14][CH2:15][CH3:16])[CH2:10][CH2:11][CH2:12]2)=[CH:7][CH:8]=1. The catalyst class is: 47. (2) Reactant: [CH3:1][O:2][CH:3]([O:7][CH3:8])N(C)C.[CH3:9][C:10]([CH:12](OC)OC)=O.[O-]CC.[Na+].Cl.[CH3:22][NH:23][C:24]([NH2:26])=[NH:25]. Product: [CH3:8][O:7][CH:3]([O:2][CH3:1])[C:12]1[CH:10]=[CH:9][N:26]=[C:24]([NH:23][CH3:22])[N:25]=1. The catalyst class is: 8. (3) Reactant: [Cl:1][C:2]1[CH:7]=[CH:6][C:5]([CH3:8])=[CH:4][C:3]=1O.[C:10](=O)([O-])[O-:11].[K+].[K+].IC. Product: [Cl:1][C:2]1[CH:7]=[CH:6][C:5]([CH3:8])=[C:4]([O:11][CH3:10])[CH:3]=1. The catalyst class is: 21. (4) Reactant: [Br:1][C:2]1[CH:3]=[C:4]2[C:9](=[CH:10][CH:11]=1)[N:8]=[C:7]([Cl:12])[N:6]=[C:5]2Cl.CCN(C(C)C)C(C)C.[NH2:23][CH:24]1[CH2:29][CH2:28][N:27]([C:30]([O:32][C:33]([CH3:36])([CH3:35])[CH3:34])=[O:31])[CH2:26][CH2:25]1. Product: [Br:1][C:2]1[CH:3]=[C:4]2[C:9](=[CH:10][CH:11]=1)[N:8]=[C:7]([Cl:12])[N:6]=[C:5]2[NH:23][CH:24]1[CH2:25][CH2:26][N:27]([C:30]([O:32][C:33]([CH3:36])([CH3:35])[CH3:34])=[O:31])[CH2:28][CH2:29]1. The catalyst class is: 30.